Regression. Given two drug SMILES strings and cell line genomic features, predict the synergy score measuring deviation from expected non-interaction effect. From a dataset of NCI-60 drug combinations with 297,098 pairs across 59 cell lines. (1) Drug 1: CC1=C(C=C(C=C1)NC(=O)C2=CC=C(C=C2)CN3CCN(CC3)C)NC4=NC=CC(=N4)C5=CN=CC=C5. Drug 2: CCCCC(=O)OCC(=O)C1(CC(C2=C(C1)C(=C3C(=C2O)C(=O)C4=C(C3=O)C=CC=C4OC)O)OC5CC(C(C(O5)C)O)NC(=O)C(F)(F)F)O. Cell line: HCT116. Synergy scores: CSS=54.6, Synergy_ZIP=0.871, Synergy_Bliss=-0.212, Synergy_Loewe=-6.36, Synergy_HSA=-0.999. (2) Synergy scores: CSS=13.8, Synergy_ZIP=-4.16, Synergy_Bliss=0.725, Synergy_Loewe=-23.5, Synergy_HSA=0.287. Cell line: HS 578T. Drug 2: C1CNP(=O)(OC1)N(CCCl)CCCl. Drug 1: C1=CC=C(C=C1)NC(=O)CCCCCCC(=O)NO. (3) Drug 1: CC12CCC3C(C1CCC2OP(=O)(O)O)CCC4=C3C=CC(=C4)OC(=O)N(CCCl)CCCl.[Na+]. Drug 2: CC1C(C(CC(O1)OC2CC(CC3=C2C(=C4C(=C3O)C(=O)C5=C(C4=O)C(=CC=C5)OC)O)(C(=O)CO)O)N)O.Cl. Cell line: COLO 205. Synergy scores: CSS=60.3, Synergy_ZIP=8.55, Synergy_Bliss=9.17, Synergy_Loewe=-32.3, Synergy_HSA=9.19. (4) Drug 1: C1CCC(CC1)NC(=O)N(CCCl)N=O. Drug 2: CC1=C(C(CCC1)(C)C)C=CC(=CC=CC(=CC(=O)O)C)C. Cell line: DU-145. Synergy scores: CSS=0.688, Synergy_ZIP=-2.38, Synergy_Bliss=-3.01, Synergy_Loewe=-2.65, Synergy_HSA=-3.66.